This data is from Reaction yield outcomes from USPTO patents with 853,638 reactions. The task is: Predict the reaction yield, written as a fraction of the theoretical maximum amount of product (1.0 means a 100% yield; for example, 0.34 means a 34% yield). (1) The reactants are [C:1]([N:5]1[CH2:10][CH2:9][N:8]([C:11]2[C:20]3[C:15](=[CH:16][C:17]([Cl:28])=[C:18]([C:21]4[CH:26]=[CH:25][C:24]([Cl:27])=[CH:23][CH:22]=4)[CH:19]=3)[N:14]=[CH:13][N:12]=2)[CH2:7][C@H:6]1[C:29]([NH2:31])=O)(=[O:4])[CH:2]=[CH2:3].CCN(CC)CC.FC(F)(F)C(OC(=O)C(F)(F)F)=O. The catalyst is C(Cl)Cl. The product is [C:1]([N:5]1[CH2:10][CH2:9][N:8]([C:11]2[C:20]3[C:15](=[CH:16][C:17]([Cl:28])=[C:18]([C:21]4[CH:26]=[CH:25][C:24]([Cl:27])=[CH:23][CH:22]=4)[CH:19]=3)[N:14]=[CH:13][N:12]=2)[CH2:7][C@H:6]1[C:29]#[N:31])(=[O:4])[CH:2]=[CH2:3]. The yield is 0.680. (2) The reactants are [Cl:1][C:2]1[N:3]=[CH:4][CH:5]=[C:6]2[C:10]([CH3:11])=[C:9]([CH3:12])[NH:8][C:7]=12.[F:13][C:14]1[CH:21]=[CH:20][C:17]([CH2:18]Cl)=[CH:16][CH:15]=1. No catalyst specified. The product is [Cl:1][C:2]1[N:3]=[CH:4][CH:5]=[C:6]2[C:10]([CH3:11])=[C:9]([CH3:12])[N:8]([CH2:18][C:17]3[CH:20]=[CH:21][C:14]([F:13])=[CH:15][CH:16]=3)[C:7]=12. The yield is 0.860. (3) The reactants are [OH-].[Na+].C(O)C.[Cl:6][C:7]1[CH:12]=[CH:11][C:10]([C@H:13]2[N:20]3[C:16]([S:17][C:18]([C:24]([O:26]CC)=[O:25])=[C:19]3[CH:21]([CH3:23])[CH3:22])=[N:15][C@:14]2([C:30]2[CH:31]=[N:32][C:33]([Cl:36])=[CH:34][CH:35]=2)[CH3:29])=[CH:9][C:8]=1[F:37]. The catalyst is O. The product is [Cl:6][C:7]1[CH:12]=[CH:11][C:10]([C@H:13]2[N:20]3[C:16]([S:17][C:18]([C:24]([OH:26])=[O:25])=[C:19]3[CH:21]([CH3:22])[CH3:23])=[N:15][C@:14]2([C:30]2[CH:31]=[N:32][C:33]([Cl:36])=[CH:34][CH:35]=2)[CH3:29])=[CH:9][C:8]=1[F:37]. The yield is 0.870. (4) The reactants are [OH:1][CH2:2][CH2:3][C@@H:4]([NH:24][C:25](=[O:31])OC(C)(C)C)[CH2:5][C:6]1[CH:11]=[CH:10][C:9]([C:12]2[N:13]=[C:14]3[C:19]([CH:20]([OH:22])[CH3:21])=[CH:18][CH:17]=[CH:16][N:15]3[CH:23]=2)=[CH:8][CH:7]=1.Cl.O1CCOCC1.C(N(CC)C(C)C)(C)C.[Cl:48][C:49]1[CH:50]=[C:51]([CH:66]=[CH:67][C:68]=1[O:69][CH:70]([CH3:72])[CH3:71])C(OC1C(F)=C(F)C(F)=C(F)C=1F)=O. The catalyst is O. The product is [Cl:48][C:49]1[CH:50]=[C:51]([CH:66]=[CH:67][C:68]=1[O:69][CH:70]([CH3:72])[CH3:71])[C:25]([NH:24][C@@H:4]([CH2:5][C:6]1[CH:7]=[CH:8][C:9]([C:12]2[N:13]=[C:14]3[C:19]([CH:20]([OH:22])[CH3:21])=[CH:18][CH:17]=[CH:16][N:15]3[CH:23]=2)=[CH:10][CH:11]=1)[CH2:3][CH2:2][OH:1])=[O:31]. The yield is 0.530. (5) The reactants are [CH:1]1[C:10]2[C:5](=[CH:6][CH:7]=[CH:8][CH:9]=2)[CH:4]=[CH:3][C:2]=1[S:11]([N:14]1[CH2:18][C@H:17]([S:19][C:20]([C:33]2[CH:38]=[CH:37][CH:36]=[CH:35][CH:34]=2)([C:27]2[CH:32]=[CH:31][CH:30]=[CH:29][CH:28]=2)[C:21]2[CH:26]=[CH:25][CH:24]=[CH:23][CH:22]=2)[CH2:16][C@H:15]1[CH2:39][OH:40])(=[O:13])=[O:12].[CH3:41][S:42](Cl)(=[O:44])=[O:43].N1C=CC=CC=1.Cl. The catalyst is C(Cl)Cl.CN(C1C=CN=CC=1)C.CCOC(C)=O.O. The product is [CH:1]1[C:10]2[C:5](=[CH:6][CH:7]=[CH:8][CH:9]=2)[CH:4]=[CH:3][C:2]=1[S:11]([N:14]1[CH2:18][C@H:17]([S:19][C:20]([C:21]2[CH:26]=[CH:25][CH:24]=[CH:23][CH:22]=2)([C:27]2[CH:28]=[CH:29][CH:30]=[CH:31][CH:32]=2)[C:33]2[CH:34]=[CH:35][CH:36]=[CH:37][CH:38]=2)[CH2:16][C@H:15]1[CH2:39][O:40][S:42]([CH3:41])(=[O:44])=[O:43])(=[O:13])=[O:12]. The yield is 0.990. (6) The reactants are [C:1]([NH:8][C@H:9]([C:14]1[CH:19]=[CH:18][CH:17]=[CH:16][CH:15]=1)[CH2:10][N:11]=[N+:12]=[N-:13])([O:3]C(C)(C)C)=O.FC(F)(F)C(O)=O.C(=O)([O-])[O-].[K+].[K+].C(Cl)(=O)[C:34]1[CH:39]=[CH:38][C:37]([O:40][CH3:41])=[CH:36][CH:35]=1. The catalyst is O1CCOCC1.O. The product is [CH3:41][O:40][C:37]1[CH:38]=[CH:39][C:34]([C:1]([NH:8][C@H:9]([C:14]2[CH:15]=[CH:16][CH:17]=[CH:18][CH:19]=2)[CH2:10][N:11]=[N+:12]=[N-:13])=[O:3])=[CH:35][CH:36]=1. The yield is 0.860. (7) The catalyst is ClCCl. The yield is 0.370. The reactants are [F:1][C:2]([F:52])([F:51])[C:3]1[CH:4]=[C:5]([CH:48]=[CH:49][CH:50]=1)[CH2:6][NH:7][C:8]([C:10]1[CH:15]=[CH:14][N:13]=[C:12]([C:16]2[CH:21]=[C:20]([O:22][CH2:23][C:24]([F:27])([F:26])[F:25])[CH:19]=[CH:18][C:17]=2[NH:28][C:29]([C:31]2[CH:32]=[C:33]([CH:45]=[CH:46][CH:47]=2)[CH2:34][S:35][CH2:36][CH2:37][C:38]([O:40]C(C)(C)C)=[O:39])=[O:30])[CH:11]=1)=[O:9].FC(F)(F)C(O)=O. The product is [F:52][C:2]([F:1])([F:51])[C:3]1[CH:4]=[C:5]([CH:48]=[CH:49][CH:50]=1)[CH2:6][NH:7][C:8]([C:10]1[CH:15]=[CH:14][N:13]=[C:12]([C:16]2[CH:21]=[C:20]([O:22][CH2:23][C:24]([F:26])([F:25])[F:27])[CH:19]=[CH:18][C:17]=2[NH:28][C:29]([C:31]2[CH:32]=[C:33]([CH:45]=[CH:46][CH:47]=2)[CH2:34][S:35][CH2:36][CH2:37][C:38]([OH:40])=[O:39])=[O:30])[CH:11]=1)=[O:9]. (8) The reactants are [C:1]([O:5][C:6](=[O:19])[NH:7][C@H:8]1[CH2:17][CH2:16][C:15]2[C:10](=[CH:11][CH:12]=[C:13]([Br:18])[CH:14]=2)[CH2:9]1)([CH3:4])([CH3:3])[CH3:2].[H-].[Na+].[CH2:22](Br)[CH2:23][CH3:24].O. The catalyst is CN(C)C=O. The product is [C:1]([O:5][C:6](=[O:19])[N:7]([C@H:8]1[CH2:17][CH2:16][C:15]2[C:10](=[CH:11][CH:12]=[C:13]([Br:18])[CH:14]=2)[CH2:9]1)[CH2:22][CH2:23][CH3:24])([CH3:4])([CH3:2])[CH3:3]. The yield is 0.760.